Dataset: Reaction yield outcomes from USPTO patents with 853,638 reactions. Task: Predict the reaction yield, written as a fraction of the theoretical maximum amount of product (1.0 means a 100% yield; for example, 0.34 means a 34% yield). (1) The product is [Cl:1][C:2]1[C:3]([O:12][C@H:14]2[CH2:18][N:17]([C:19]([O:21][C:22]([CH3:25])([CH3:24])[CH3:23])=[O:20])[C@H:16]([C:26]([O:28][CH3:29])=[O:27])[CH2:15]2)=[N:4][C:5]2[C:10]([N:11]=1)=[CH:9][CH:8]=[CH:7][CH:6]=2. The yield is 0.770. The reactants are [Cl:1][C:2]1[C:3]([OH:12])=[N:4][C:5]2[C:10]([N:11]=1)=[CH:9][CH:8]=[CH:7][CH:6]=2.O[C@@H:14]1[CH2:18][N:17]([C:19]([O:21][C:22]([CH3:25])([CH3:24])[CH3:23])=[O:20])[C@H:16]([C:26]([O:28][CH3:29])=[O:27])[CH2:15]1.C1C=CC(P(C2C=CC=CC=2)C2C=CC=CC=2)=CC=1.CC(OC(/N=N/C(OC(C)C)=O)=O)C. The catalyst is C1COCC1. (2) The reactants are [CH2:1]([Sn:5]([CH2:24][CH2:25][CH2:26][CH3:27])([CH2:20][CH2:21][CH2:22][CH3:23])[C:6]1[CH:18]=[C:17]2[C:9]([C:10]3[CH:11]=[CH:12][C:13]([NH2:19])=[CH:14][C:15]=3[CH2:16]2)=[CH:8][CH:7]=1)[CH2:2][CH2:3][CH3:4].[CH3:28][O:29][C:30](=[O:47])[C@@H:31]([NH:36][C:37]([O:39][CH2:40][C:41]1[CH:46]=[CH:45][CH:44]=[CH:43][CH:42]=1)=[O:38])[CH2:32][C:33](O)=[O:34]. The catalyst is ClCCl.O. The product is [CH2:40]([O:39][C:37]([NH:36][C@@H:31]([CH2:32][C:33](=[O:34])[NH:19][C:13]1[CH:12]=[CH:11][C:10]2[C:9]3[C:17](=[CH:18][C:6]([Sn:5]([CH2:1][CH2:2][CH2:3][CH3:4])([CH2:20][CH2:21][CH2:22][CH3:23])[CH2:24][CH2:25][CH2:26][CH3:27])=[CH:7][CH:8]=3)[CH2:16][C:15]=2[CH:14]=1)[C:30]([O:29][CH3:28])=[O:47])=[O:38])[C:41]1[CH:42]=[CH:43][CH:44]=[CH:45][CH:46]=1. The yield is 0.580.